From a dataset of Reaction yield outcomes from USPTO patents with 853,638 reactions. Predict the reaction yield, written as a fraction of the theoretical maximum amount of product (1.0 means a 100% yield; for example, 0.34 means a 34% yield). (1) The reactants are [N:1]1[C:10]2[C:5](=[CH:6][C:7]([CH2:11][N:12]3[C:16]4=[N:17][C:18]([C:21](=O)[CH3:22])=[CH:19][N:20]=[C:15]4[N:14]=[N:13]3)=[CH:8][CH:9]=2)[CH:4]=[CH:3][CH:2]=1.[O:24]1[CH2:27][CH:26]([O:28][NH2:29])[CH2:25]1. No catalyst specified. The product is [O:24]1[CH2:27][CH:26]([O:28]/[N:29]=[C:21](/[C:18]2[N:17]=[C:16]3[N:12]([CH2:11][C:7]4[CH:6]=[C:5]5[C:10](=[CH:9][CH:8]=4)[N:1]=[CH:2][CH:3]=[CH:4]5)[N:13]=[N:14][C:15]3=[N:20][CH:19]=2)\[CH3:22])[CH2:25]1. The yield is 0.230. (2) The yield is 0.400. The reactants are Cl[C:2]1[C:7]([C:8]([NH:10][CH2:11][C:12]2[CH:17]=[CH:16][C:15]([Cl:18])=[CH:14][CH:13]=2)=[O:9])=[C:6]([CH3:19])[CH:5]=[C:4]([Cl:20])[N:3]=1.[CH:21]([Mg]Cl)([CH3:23])[CH3:22]. The product is [Cl:20][C:4]1[N:3]=[C:2]([CH:21]([CH3:23])[CH3:22])[C:7]([C:8]([NH:10][CH2:11][C:12]2[CH:17]=[CH:16][C:15]([Cl:18])=[CH:14][CH:13]=2)=[O:9])=[C:6]([CH3:19])[CH:5]=1. The catalyst is C1COCC1. (3) The reactants are [C:1]([C:5]1[C:6]([N+:17]([O-])=O)=[C:7]([OH:16])[C:8]([OH:15])=[C:9]([C:11]([CH3:14])([CH3:13])[CH3:12])[CH:10]=1)([CH3:4])([CH3:3])[CH3:2]. The catalyst is CCO.[Pd]. The product is [C:1]([C:5]1[C:6]([NH2:17])=[C:7]([OH:16])[C:8]([OH:15])=[C:9]([C:11]([CH3:14])([CH3:13])[CH3:12])[CH:10]=1)([CH3:4])([CH3:2])[CH3:3]. The yield is 0.330. (4) The reactants are [Cl:1][C:2]1[N:7]=[CH:6][C:5]([CH2:8][N:9]2[C:14]([CH3:15])=[CH:13][C:12](=[O:16])[N:11]3[N:17]=[C:18]([O:20]C)[N:19]=[C:10]23)=[CH:4][CH:3]=1. The catalyst is Br. The product is [Cl:1][C:2]1[N:7]=[CH:6][C:5]([CH2:8][N:9]2[C:14]([CH3:15])=[CH:13][C:12](=[O:16])[N:11]3[N:17]=[C:18]([OH:20])[N:19]=[C:10]23)=[CH:4][CH:3]=1. The yield is 0.820. (5) The reactants are CCN=C=NCCCN(C)C.Cl.[NH:13]1[C:21]2[C:16](=[CH:17][CH:18]=[CH:19][CH:20]=2)[CH:15]=[C:14]1[C:22]([OH:24])=O.[NH2:25][C:26]1[CH:31]=[CH:30][C:29]([CH2:32][C:33]([O:35][C:36]([CH3:39])([CH3:38])[CH3:37])=[O:34])=[CH:28][C:27]=1[O:40][CH3:41].C1C=CC2N(O)N=NC=2C=1. The catalyst is CN(C=O)C.CN(C1C=CN=CC=1)C.O. The product is [NH:13]1[C:21]2[C:16](=[CH:17][CH:18]=[CH:19][CH:20]=2)[CH:15]=[C:14]1[C:22]([NH:25][C:26]1[CH:31]=[CH:30][C:29]([CH2:32][C:33]([O:35][C:36]([CH3:37])([CH3:39])[CH3:38])=[O:34])=[CH:28][C:27]=1[O:40][CH3:41])=[O:24]. The yield is 0.550. (6) The reactants are [CH2:1]([O:3][C:4]([C@@H:6]1[CH2:10][CH2:9][CH:8]([CH:11]=[CH2:12])[N:7]1C(OC(C)(C)C)=O)=[O:5])[CH3:2].[Si](OS(C(F)(F)F)(=O)=O)(C)(C)C.C([O-])(O)=O.[Na+].O. The catalyst is C(Cl)Cl.CCOCC. The product is [CH2:1]([O:3][C:4]([C@@H:6]1[CH2:10][CH2:9][CH:8]([CH:11]=[CH2:12])[NH:7]1)=[O:5])[CH3:2]. The yield is 0.700.